Dataset: Reaction yield outcomes from USPTO patents with 853,638 reactions. Task: Predict the reaction yield, written as a fraction of the theoretical maximum amount of product (1.0 means a 100% yield; for example, 0.34 means a 34% yield). (1) The reactants are [CH3:1][O:2][C:3]([C:5]1([C:8]2[CH:13]=[CH:12][C:11]([OH:14])=[C:10]([C:15](=O)[CH3:16])[CH:9]=2)[CH2:7][CH2:6]1)=[O:4].Cl.[NH2:19][OH:20].C([O-])(=O)C.[Na+]. The catalyst is CCO. The product is [CH3:1][O:2][C:3]([C:5]1([C:8]2[CH:13]=[CH:12][C:11]([OH:14])=[C:10]([C:15](=[N:19][OH:20])[CH3:16])[CH:9]=2)[CH2:7][CH2:6]1)=[O:4]. The yield is 0.980. (2) The reactants are C1(C)C=CC=CC=1.[Cl:8][C:9]1[CH:14]=[CH:13][C:12]([S:15]([CH2:18][C:19]2[CH:24]=[CH:23][N:22]=[CH:21][CH:20]=2)(=[O:17])=[O:16])=[CH:11][CH:10]=1.C(C=P(CCCC)(CCCC)CCCC)#N.[CH2:41]([N:48]1[CH2:53][CH2:52][CH:51](O)[CH2:50][CH2:49]1)[C:42]1[CH:47]=[CH:46][CH:45]=[CH:44][CH:43]=1. The catalyst is CO. The product is [CH2:41]([N:48]1[CH2:53][CH2:52][CH:51]([CH:18]([S:15]([C:12]2[CH:13]=[CH:14][C:9]([Cl:8])=[CH:10][CH:11]=2)(=[O:17])=[O:16])[C:19]2[CH:20]=[CH:21][N:22]=[CH:23][CH:24]=2)[CH2:50][CH2:49]1)[C:42]1[CH:47]=[CH:46][CH:45]=[CH:44][CH:43]=1. The yield is 0.350. (3) The reactants are Br[C:2]1[S:6][C:5]([C:7]2[CH:12]=[CH:11][N:10]=[CH:9][CH:8]=2)=[N:4][C:3]=1[CH2:13][C:14]1[CH:19]=[CH:18][C:17]([Cl:20])=[CH:16][CH:15]=1.C([Sn](CCCC)(CCCC)[C:26]1[NH:30][N:29]=[C:28]([C:31]([O:33][CH2:34][CH3:35])=[O:32])[CH:27]=1)CCC.[Cl-].[Li+]. The catalyst is O1CCOCC1.C(OCC)(=O)C.C1C=CC([P]([Pd]([P](C2C=CC=CC=2)(C2C=CC=CC=2)C2C=CC=CC=2)([P](C2C=CC=CC=2)(C2C=CC=CC=2)C2C=CC=CC=2)[P](C2C=CC=CC=2)(C2C=CC=CC=2)C2C=CC=CC=2)(C2C=CC=CC=2)C2C=CC=CC=2)=CC=1.[Cu]I. The product is [Cl:20][C:17]1[CH:18]=[CH:19][C:14]([CH2:13][C:3]2[N:4]=[C:5]([C:7]3[CH:12]=[CH:11][N:10]=[CH:9][CH:8]=3)[S:6][C:2]=2[C:26]2[NH:30][N:29]=[C:28]([C:31]([O:33][CH2:34][CH3:35])=[O:32])[CH:27]=2)=[CH:15][CH:16]=1. The yield is 0.120.